From a dataset of Reaction yield outcomes from USPTO patents with 853,638 reactions. Predict the reaction yield, written as a fraction of the theoretical maximum amount of product (1.0 means a 100% yield; for example, 0.34 means a 34% yield). (1) The reactants are Br[C:2]1[N:11]=[C:10]2[C:5]([C:6](=[CH:12][C:13]3[CH:18]=[C:17]([F:19])[CH:16]=[CH:15][C:14]=3[F:20])[CH2:7][CH2:8][NH:9]2)=[CH:4][CH:3]=1. The catalyst is CO.[Pd]. The product is [F:20][C:14]1[CH:15]=[CH:16][C:17]([F:19])=[CH:18][C:13]=1[CH2:12][CH:6]1[C:5]2[C:10](=[N:11][CH:2]=[CH:3][CH:4]=2)[NH:9][CH2:8][CH2:7]1. The yield is 1.00. (2) The reactants are [N:1]([C:4]1[CH:12]=[CH:11][C:7]([C:8]([OH:10])=O)=[CH:6][CH:5]=1)=[N+:2]=[N-:3].[CH2:13]([NH2:15])[CH3:14].C1C=CC2N(O)N=NC=2C=1.CCN=C=NCCCN(C)C. The catalyst is C(#N)C.CN(C=O)C.C1COCC1.C(N(CC)CC)C. The product is [N:1]([C:4]1[CH:5]=[CH:6][C:7]([C:8]([NH:15][CH2:13][CH3:14])=[O:10])=[CH:11][CH:12]=1)=[N+:2]=[N-:3]. The yield is 0.960. (3) The reactants are Cl.[NH2:2][C@H:3]([C:8]([N:10]1[CH2:14][CH2:13][CH2:12][C@H:11]1[C:15]#[N:16])=[O:9])[C@H:4]([CH2:6][CH3:7])[CH3:5].[C:17](=O)([O:25]C1C=CC([N+]([O-])=O)=CC=1)[O:18][CH:19]([O:21][C:22](=[O:24])[CH3:23])[CH3:20].C(N(CC)CC)C. The catalyst is ClCCl. The product is [C:22]([O:21][CH:19]([O:18][C:17]([NH:2][C@H:3]([C:8]([N:10]1[CH2:14][CH2:13][CH2:12][C@H:11]1[C:15]#[N:16])=[O:9])[C@H:4]([CH2:6][CH3:7])[CH3:5])=[O:25])[CH3:20])(=[O:24])[CH3:23]. The yield is 0.700. (4) The reactants are [Cl:1][C:2]1[C:3]([C:8]2[N:12]([CH2:13][C:14]([F:17])([F:16])[F:15])[N:11]=[CH:10][C:9]=2[C:18]([OH:20])=O)=[N:4][CH:5]=[CH:6][CH:7]=1.CN(C=O)C.S(Cl)([Cl:28])=O. The catalyst is C1(C)C=CC=CC=1. The product is [Cl:1][C:2]1[C:3]([C:8]2[N:12]([CH2:13][C:14]([F:17])([F:16])[F:15])[N:11]=[CH:10][C:9]=2[C:18]([Cl:28])=[O:20])=[N:4][CH:5]=[CH:6][CH:7]=1. The yield is 1.00. (5) The reactants are [CH3:1][C:2]1[C:6]2[C:7](=[O:20])[N:8]([CH2:12][CH2:13][N:14]3[CH2:19][CH2:18][CH2:17][CH2:16][CH2:15]3)[CH2:9][CH2:10][CH2:11][C:5]=2[NH:4][C:3]=1[CH:21]=O.[CH3:23][O:24][C:25]1[CH:30]=[CH:29][C:28]([C:31]2[CH:32]=[C:33]3[C:37](=[CH:38][CH:39]=2)[NH:36][C:35](=[O:40])[CH2:34]3)=[CH:27][CH:26]=1. No catalyst specified. The product is [CH3:23][O:24][C:25]1[CH:30]=[CH:29][C:28]([C:31]2[CH:32]=[C:33]3[C:37](=[CH:38][CH:39]=2)[NH:36][C:35](=[O:40])[C:34]3=[CH:21][C:3]2[NH:4][C:5]3[CH2:11][CH2:10][CH2:9][N:8]([CH2:12][CH2:13][N:14]4[CH2:15][CH2:16][CH2:17][CH2:18][CH2:19]4)[C:7](=[O:20])[C:6]=3[C:2]=2[CH3:1])=[CH:27][CH:26]=1. The yield is 0.687.